Task: Predict which catalyst facilitates the given reaction.. Dataset: Catalyst prediction with 721,799 reactions and 888 catalyst types from USPTO (1) Reactant: [NH2:1][C:2]1[CH:9]=[CH:8][C:5]([C:6]#[N:7])=[C:4]([C:10]([F:13])([F:12])[F:11])[CH:3]=1.[I-].[K+].[I:16]([O-])(=O)=O.[K+].Cl. Product: [NH2:1][C:2]1[C:9]([I:16])=[CH:8][C:5]([C:6]#[N:7])=[C:4]([C:10]([F:11])([F:12])[F:13])[CH:3]=1. The catalyst class is: 24. (2) Reactant: C1(P(C2CCCCC2)C2C=CC=CC=2C2C(C(C)C)=CC(C(C)C)=CC=2C(C)C)CCCCC1.[O:35]1[CH2:40][CH2:39][N:38]([C:41]2[CH:42]=[C:43]([NH2:47])[CH:44]=[N:45][CH:46]=2)[CH2:37][CH2:36]1.Cl[C:49]1[C:58]2[C:53](=[C:54]([Cl:59])[CH:55]=[CH:56][CH:57]=2)[N:52]=[C:51]([C:60]2[CH:65]=[C:64]([CH3:66])[CH:63]=[CH:62][N:61]=2)[C:50]=1[CH3:67].CC(C)([O-])C.[Na+]. Product: [Cl:59][C:54]1[CH:55]=[CH:56][CH:57]=[C:58]2[C:53]=1[N:52]=[C:51]([C:60]1[CH:65]=[C:64]([CH3:66])[CH:63]=[CH:62][N:61]=1)[C:50]([CH3:67])=[C:49]2[NH:47][C:43]1[CH:44]=[N:45][CH:46]=[C:41]([N:38]2[CH2:39][CH2:40][O:35][CH2:36][CH2:37]2)[CH:42]=1. The catalyst class is: 101.